This data is from Full USPTO retrosynthesis dataset with 1.9M reactions from patents (1976-2016). The task is: Predict the reactants needed to synthesize the given product. (1) Given the product [CH:20]([CH:30]=[CH:29][C:28]([OH:32])=[O:31])=[CH:21][C:22]1[CH:27]=[CH:26][CH:25]=[CH:24][CH:23]=1, predict the reactants needed to synthesize it. The reactants are: C1(=O)CCCCC1.N(C(C)(C)C#N)=NC(C)(C)C#N.[CH2:20]=[CH:21][C:22]1[CH:27]=[CH:26][CH:25]=[CH:24][CH:23]=1.[C:28]([OH:32])(=[O:31])[CH:29]=[CH2:30]. (2) Given the product [Cl:1][C:2]1[C:3]([F:31])=[C:4]([NH:8][CH:9]([C:11]2[CH:12]=[C:13]([C:28]([N:33]([CH2:34][CH2:35][OH:36])[CH3:32])=[O:30])[CH:14]=[C:15]3[C:20]=2[O:19][C:18]([N:21]2[CH2:22][CH2:23][O:24][CH2:25][CH2:26]2)=[CH:17][C:16]3=[O:27])[CH3:10])[CH:5]=[CH:6][CH:7]=1, predict the reactants needed to synthesize it. The reactants are: [Cl:1][C:2]1[C:3]([F:31])=[C:4]([NH:8][CH:9]([C:11]2[CH:12]=[C:13]([C:28]([OH:30])=O)[CH:14]=[C:15]3[C:20]=2[O:19][C:18]([N:21]2[CH2:26][CH2:25][O:24][CH2:23][CH2:22]2)=[CH:17][C:16]3=[O:27])[CH3:10])[CH:5]=[CH:6][CH:7]=1.[CH3:32][NH:33][CH2:34][CH2:35][OH:36].